Task: Predict the reaction yield, written as a fraction of the theoretical maximum amount of product (1.0 means a 100% yield; for example, 0.34 means a 34% yield).. Dataset: Reaction yield outcomes from USPTO patents with 853,638 reactions The reactants are Cl.C[O:3][C:4](=[O:38])[C:5]1[CH:10]=[CH:9][C:8]([O:11][C:12]2[CH:17]=[CH:16][C:15]([CH2:18][C@H:19]([NH2:37])[C:20]3[N:21]([CH2:33][CH2:34][CH2:35][CH3:36])[CH:22]=[C:23]([C:25]4[CH:30]=[CH:29][C:28]([Cl:31])=[CH:27][C:26]=4[Cl:32])[N:24]=3)=[CH:14][CH:13]=2)=[CH:7][CH:6]=1.[CH2:39]([O:41][C:42]1[CH:47]=[CH:46][C:45]([CH2:48][C:49]([OH:51])=O)=[CH:44][CH:43]=1)[CH3:40]. No catalyst specified. The product is [CH2:33]([N:21]1[CH:22]=[C:23]([C:25]2[CH:30]=[CH:29][C:28]([Cl:31])=[CH:27][C:26]=2[Cl:32])[N:24]=[C:20]1[C@@H:19]([NH:37][C:49](=[O:51])[CH2:48][C:45]1[CH:44]=[CH:43][C:42]([O:41][CH2:39][CH3:40])=[CH:47][CH:46]=1)[CH2:18][C:15]1[CH:16]=[CH:17][C:12]([O:11][C:8]2[CH:9]=[CH:10][C:5]([C:4]([OH:38])=[O:3])=[CH:6][CH:7]=2)=[CH:13][CH:14]=1)[CH2:34][CH2:35][CH3:36]. The yield is 0.800.